This data is from Reaction yield outcomes from USPTO patents with 853,638 reactions. The task is: Predict the reaction yield, written as a fraction of the theoretical maximum amount of product (1.0 means a 100% yield; for example, 0.34 means a 34% yield). The reactants are [NH2:1][C:2]1[C:7]([N+:8]([O-])=O)=[CH:6][C:5]([Br:11])=[CH:4][N:3]=1. The catalyst is CCO. The product is [Br:11][C:5]1[CH:6]=[C:7]([NH2:8])[C:2]([NH2:1])=[N:3][CH:4]=1. The yield is 0.980.